Dataset: NCI-60 drug combinations with 297,098 pairs across 59 cell lines. Task: Regression. Given two drug SMILES strings and cell line genomic features, predict the synergy score measuring deviation from expected non-interaction effect. (1) Synergy scores: CSS=3.20, Synergy_ZIP=-1.41, Synergy_Bliss=1.71, Synergy_Loewe=0.270, Synergy_HSA=0.391. Drug 2: CC1CCC2CC(C(=CC=CC=CC(CC(C(=O)C(C(C(=CC(C(=O)CC(OC(=O)C3CCCCN3C(=O)C(=O)C1(O2)O)C(C)CC4CCC(C(C4)OC)O)C)C)O)OC)C)C)C)OC. Drug 1: C(=O)(N)NO. Cell line: SF-268. (2) Drug 1: C1=CN(C(=O)N=C1N)C2C(C(C(O2)CO)O)O.Cl. Drug 2: CCC(=C(C1=CC=CC=C1)C2=CC=C(C=C2)OCCN(C)C)C3=CC=CC=C3.C(C(=O)O)C(CC(=O)O)(C(=O)O)O. Cell line: HOP-92. Synergy scores: CSS=33.8, Synergy_ZIP=1.87, Synergy_Bliss=1.08, Synergy_Loewe=-22.0, Synergy_HSA=2.32.